Task: Predict the product of the given reaction.. Dataset: Forward reaction prediction with 1.9M reactions from USPTO patents (1976-2016) (1) Given the reactants Br[CH2:2][C:3](Br)=[O:4].[CH2:6]([NH:13][CH2:14][CH3:15])[C:7]1[CH:12]=[CH:11][CH:10]=[CH:9][CH:8]=1.[CH3:16][O:17][C:18]1[CH:23]=[CH:22][CH:21]=[CH:20][C:19]=1[NH:24][S:25]([C:28]1[CH:33]=[CH:32][CH:31]=[CH:30][C:29]=1[CH3:34])(=[O:27])=[O:26], predict the reaction product. The product is: [CH2:6]([N:13]([CH2:14][CH3:15])[C:3](=[O:4])[CH2:2][N:24]([C:19]1[CH:20]=[CH:21][CH:22]=[CH:23][C:18]=1[O:17][CH3:16])[S:25]([C:28]1[C:29]([CH3:34])=[CH:30][CH:31]=[CH:32][CH:33]=1)(=[O:27])=[O:26])[C:7]1[CH:12]=[CH:11][CH:10]=[CH:9][CH:8]=1. (2) The product is: [C:1]([C@@H:3]([NH:8][C:9]([C@@H:11]1[CH2:16][CH2:15][CH2:14][CH2:13][C@@H:12]1[NH:17][C:18]([C:20]1[CH:21]=[C:22]2[C:26](=[CH:27][CH:28]=1)[NH:25][N:24]=[C:23]2[CH2:29][CH2:30][CH2:31][N:32]([CH3:33])[CH3:34])=[O:19])=[O:10])[CH2:4][CH:5]([CH3:7])[CH3:6])#[N:2]. Given the reactants [C:1]([C@@H:3]([NH:8][C:9]([C@@H:11]1[CH2:16][CH2:15][CH2:14][CH2:13][C@@H:12]1[NH:17][C:18]([C:20]1[CH:21]=[C:22]2[C:26](=[CH:27][CH:28]=1)[NH:25][N:24]=[C:23]2[C:29]#[C:30][CH2:31][N:32]([CH3:34])[CH3:33])=[O:19])=[O:10])[CH2:4][CH:5]([CH3:7])[CH3:6])#[N:2], predict the reaction product. (3) Given the reactants [CH3:1][C:2]1([CH3:22])[O:7][C:6](=O)[NH:5][C:4]2[CH:9]=[CH:10][C:11]([C:13]3[CH:14]=[C:15]([CH:18]=[C:19]([F:21])[CH:20]=3)[C:16]#[N:17])=[CH:12][C:3]1=2.COC1C=CC(P2(SP(C3C=CC(OC)=CC=3)(=S)S2)=[S:32])=CC=1, predict the reaction product. The product is: [CH3:1][C:2]1([CH3:22])[O:7][C:6](=[S:32])[NH:5][C:4]2[CH:9]=[CH:10][C:11]([C:13]3[CH:14]=[C:15]([CH:18]=[C:19]([F:21])[CH:20]=3)[C:16]#[N:17])=[CH:12][C:3]1=2.